Dataset: Forward reaction prediction with 1.9M reactions from USPTO patents (1976-2016). Task: Predict the product of the given reaction. (1) Given the reactants Cl.[CH3:2][O:3][NH:4][CH3:5].C(N(CC)CC)C.[F:13][C:14]1[CH:22]=[CH:21][C:17]([C:18](Cl)=[O:19])=[CH:16][CH:15]=1.O, predict the reaction product. The product is: [F:13][C:14]1[CH:22]=[CH:21][C:17]([C:18]([N:4]([O:3][CH3:2])[CH3:5])=[O:19])=[CH:16][CH:15]=1. (2) The product is: [OH:24][C:23]1[C:18]2[NH:17][CH:16]=[C:15]([CH2:14][NH:8][CH2:9][C@@H:10]([OH:13])[CH2:11][OH:12])[C:19]=2[N:20]=[CH:21][N:22]=1. Given the reactants C([N:8]([CH2:14][C:15]1[C:19]2[N:20]=[CH:21][N:22]=[C:23]([OH:24])[C:18]=2[NH:17][CH:16]=1)[CH2:9][C@@H:10]([OH:13])[CH2:11][OH:12])C1C=CC=CC=1.[H][H], predict the reaction product. (3) Given the reactants [NH:1]1[C:9]2[C:8]([NH2:10])=[N:7][CH:6]=[N:5][C:4]=2[CH:3]=[N:2]1.[I:11]N1C(=O)CCC1=O, predict the reaction product. The product is: [I:11][C:3]1[C:4]2[N:5]=[CH:6][N:7]=[C:8]([NH2:10])[C:9]=2[NH:1][N:2]=1. (4) Given the reactants [K].[CH2:2]([C:17]1[CH:18]=[C:19]([OH:23])[CH:20]=[CH:21][CH:22]=1)[CH2:3][CH2:4][CH2:5][CH2:6][CH2:7][CH2:8][CH2:9][CH2:10][CH2:11][CH2:12][CH2:13][CH2:14][CH2:15][CH3:16].Br[C:25]1[CH:30]=[CH:29][CH:28]=[CH:27][CH:26]=1.CC(N(C)C)=O, predict the reaction product. The product is: [CH2:2]([C:17]1[CH:22]=[CH:21][CH:20]=[C:19]([O:23][C:25]2[CH:30]=[CH:29][CH:28]=[CH:27][CH:26]=2)[CH:18]=1)[CH2:3][CH2:4][CH2:5][CH2:6][CH2:7][CH2:8][CH2:9][CH2:10][CH2:11][CH2:12][CH2:13][CH2:14][CH2:15][CH3:16]. (5) Given the reactants S(O)(O)(=O)=O.[CH3:6][NH:7][NH2:8].C(N(CC)CC)C.[CH3:16][O:17][C:18]1[CH:19]=[C:20]([C:26](=O)[CH2:27][C:28]([O:30]C)=O)[CH:21]=[CH:22][C:23]=1[S:24][CH3:25], predict the reaction product. The product is: [CH3:16][O:17][C:18]1[CH:19]=[C:20]([C:26]2[CH:27]=[C:28]([OH:30])[N:7]([CH3:6])[N:8]=2)[CH:21]=[CH:22][C:23]=1[S:24][CH3:25].